From a dataset of Peptide-MHC class II binding affinity with 134,281 pairs from IEDB. Regression. Given a peptide amino acid sequence and an MHC pseudo amino acid sequence, predict their binding affinity value. This is MHC class II binding data. (1) The peptide sequence is EKKYYAATQFEPLAA. The MHC is HLA-DQA10501-DQB10301 with pseudo-sequence HLA-DQA10501-DQB10301. The binding affinity (normalized) is 0.292. (2) The peptide sequence is CGLNSVDSLEHEMWR. The MHC is DRB1_1301 with pseudo-sequence DRB1_1301. The binding affinity (normalized) is 0.379. (3) The peptide sequence is LSYRSLQPETFAVVD. The MHC is DRB1_1302 with pseudo-sequence DRB1_1302. The binding affinity (normalized) is 0.193. (4) The peptide sequence is REALAQTHSAIAVII. The MHC is HLA-DPA10201-DPB11401 with pseudo-sequence HLA-DPA10201-DPB11401. The binding affinity (normalized) is 0.343. (5) The peptide sequence is DRTELLEMVCFHEFL. The MHC is DRB1_0802 with pseudo-sequence DRB1_0802. The binding affinity (normalized) is 0.0914. (6) The peptide sequence is IFKISKTVSEGAVDI. The MHC is HLA-DPA10201-DPB10101 with pseudo-sequence HLA-DPA10201-DPB10101. The binding affinity (normalized) is 0.00853. (7) The peptide sequence is EFVKIVQKRGIVKENI. The MHC is HLA-DPA10201-DPB11401 with pseudo-sequence HLA-DPA10201-DPB11401. The binding affinity (normalized) is 0.386. (8) The peptide sequence is TVYVGIVTMLSPMLHK. The MHC is DRB3_0301 with pseudo-sequence DRB3_0301. The binding affinity (normalized) is 0.778.